This data is from Full USPTO retrosynthesis dataset with 1.9M reactions from patents (1976-2016). The task is: Predict the reactants needed to synthesize the given product. (1) Given the product [CH3:8][C:9]1[C:21]2[C:20](=[O:22])[C:19]3[C:14](=[CH:15][CH:16]=[C:17]([S:23]([CH3:24])=[O:3])[CH:18]=3)[NH:13][C:12]=2[N:11]([C:25]2[CH:30]=[CH:29][CH:28]=[CH:27][N:26]=2)[N:10]=1, predict the reactants needed to synthesize it. The reactants are: CO.[O:3]1CCCC1.[CH3:8][C:9]1[C:21]2[C:20](=[O:22])[C:19]3[C:14](=[CH:15][CH:16]=[C:17]([S:23][CH3:24])[CH:18]=3)[NH:13][C:12]=2[N:11]([C:25]2[CH:30]=[CH:29][CH:28]=[CH:27][N:26]=2)[N:10]=1.I([O-])(=O)(=O)=O.[Na+]. (2) Given the product [Br:1][C:2]1[CH:3]=[C:4]([CH:16]=[CH:17][CH:18]=1)[CH2:5][CH2:6][O:7][CH2:8][C:9]([OH:11])=[O:10], predict the reactants needed to synthesize it. The reactants are: [Br:1][C:2]1[CH:3]=[C:4]([CH:16]=[CH:17][CH:18]=1)[CH2:5][CH2:6][O:7][CH2:8][C:9]([O:11]C(C)(C)C)=[O:10].O[Li].O. (3) Given the product [CH:1]1([C:4]2([CH:18]3[CH2:20][CH2:19]3)[O:5][C:6](=[O:17])[NH:7][C:8]3[CH:13]=[CH:12][C:11]([C:22]4[CH:23]=[C:24]([C:27]#[N:28])[S:25][CH:26]=4)=[CH:10][C:9]2=3)[CH2:3][CH2:2]1, predict the reactants needed to synthesize it. The reactants are: [CH:1]1([C:4]2([CH:18]3[CH2:20][CH2:19]3)[C:9]3[CH:10]=[C:11](B(O)O)[CH:12]=[CH:13][C:8]=3[NH:7][C:6](=[O:17])[O:5]2)[CH2:3][CH2:2]1.Br[C:22]1[CH:23]=[C:24]([C:27]#[N:28])[S:25][CH:26]=1. (4) Given the product [C:2]([C@@:4]1([CH:26]2[CH2:27][CH2:28]2)[CH2:8][CH2:7][N:6]([C:9]2[CH:14]=[CH:13][N:12]=[C:11]([NH:15][C:16]3[CH:20]=[C:19]([C:21]([NH2:32])=[O:23])[N:18]([CH3:24])[N:17]=3)[CH:10]=2)[C:5]1=[O:25])#[N:3], predict the reactants needed to synthesize it. The reactants are: Cl.[C:2]([C@@:4]1([CH:26]2[CH2:28][CH2:27]2)[CH2:8][CH2:7][N:6]([C:9]2[CH:14]=[CH:13][N:12]=[C:11]([NH:15][C:16]3[CH:20]=[C:19]([C:21]([OH:23])=O)[N:18]([CH3:24])[N:17]=3)[CH:10]=2)[C:5]1=[O:25])#[N:3].C([N:32](C(C)C)CC)(C)C.[Cl-].[NH4+].C(=O)([O-])O.[Na+]. (5) Given the product [ClH:1].[CH2:11]([N:18]1[CH:4]=[C:3]([CH2:2][C:5]2[N:6]=[C:7]([NH2:10])[NH:8][CH:9]=2)[N:20]=[N:19]1)[C:12]1[CH:17]=[CH:16][CH:15]=[CH:14][CH:13]=1, predict the reactants needed to synthesize it. The reactants are: [ClH:1].[CH2:2]([C:5]1[N:6]=[C:7]([NH2:10])[NH:8][CH:9]=1)[C:3]#[CH:4].[CH2:11]([N:18]=[N+:19]=[N-:20])[C:12]1[CH:17]=[CH:16][CH:15]=[CH:14][CH:13]=1.